This data is from Reaction yield outcomes from USPTO patents with 853,638 reactions. The task is: Predict the reaction yield, written as a fraction of the theoretical maximum amount of product (1.0 means a 100% yield; for example, 0.34 means a 34% yield). (1) The reactants are [CH3:1][C:2]1[N:10]([CH:11]([CH3:14])[CH:12]=[O:13])[C:5]2=[N:6][CH:7]=[CH:8][CH:9]=[C:4]2[C:3]=1[C:15]([O:17][C:18]([CH3:21])([CH3:20])[CH3:19])=[O:16].[Si]([C:26]([F:29])([F:28])[F:27])(C)(C)C.CCCC[N+](CCCC)(CCCC)CCCC.[F-].[NH4+].[Cl-]. The catalyst is C1COCC1. The product is [CH3:1][C:2]1[N:10]([CH:11]([CH:12]([OH:13])[C:26]([F:29])([F:28])[F:27])[CH3:14])[C:5]2=[N:6][CH:7]=[CH:8][CH:9]=[C:4]2[C:3]=1[C:15]([O:17][C:18]([CH3:20])([CH3:19])[CH3:21])=[O:16]. The yield is 0.320. (2) The reactants are [Br:1][C:2]1[CH:10]=[CH:9][C:8]([C:11]([O:13][CH3:14])=[O:12])=[C:7]2[C:3]=1[CH:4]=[CH:5][N:6]2[CH2:15][O:16][CH2:17][CH2:18][Si:19]([CH3:22])([CH3:21])[CH3:20].C([N-]C(C)C)(C)C.[Li+].[I:31]I.[O-]S([O-])(=S)=O.[Na+].[Na+]. The catalyst is C1COCC1. The product is [Br:1][C:2]1[CH:10]=[CH:9][C:8]([C:11]([O:13][CH3:14])=[O:12])=[C:7]2[C:3]=1[CH:4]=[C:5]([I:31])[N:6]2[CH2:15][O:16][CH2:17][CH2:18][Si:19]([CH3:21])([CH3:20])[CH3:22]. The yield is 0.470. (3) The reactants are [SH:1][C:2]1[NH:3][C:4]2[CH:10]=[C:9](C)[CH:8]=[CH:7][C:5]=2[N:6]=1.Br[CH2:13][C:14](=[O:20])[C:15]([O:17][CH2:18][CH3:19])=[O:16].[CH3:21][OH:22]. The catalyst is CC(C)=O. The product is [CH2:18]([O:17][C:15](=[O:16])[C:14](=[O:20])[CH2:13][S:1][C:2]1[NH:6][C:5]2[CH:7]=[CH:8][C:9]([O:22][CH3:21])=[CH:10][C:4]=2[N:3]=1)[CH3:19]. The yield is 0.880. (4) The reactants are [Br:1]Br.[NH2:3][C:4]1[N:5]=[N:6][C:7]([Cl:10])=[CH:8][CH:9]=1.C(=O)(O)[O-].[Na+]. The yield is 0.430. The catalyst is CO. The product is [NH2:3][C:4]1[N:5]=[N:6][C:7]([Cl:10])=[CH:8][C:9]=1[Br:1].